Dataset: Forward reaction prediction with 1.9M reactions from USPTO patents (1976-2016). Task: Predict the product of the given reaction. (1) Given the reactants [CH2:1]([N:8]1[C:17]2[C:12](=[CH:13][C:14]([OH:18])=[CH:15][CH:16]=2)[CH2:11][CH2:10][CH2:9]1)[C:2]1[CH:7]=[CH:6][CH:5]=[CH:4][CH:3]=1.[CH2:19]([N:25]=[C:26]=[O:27])[CH2:20][CH2:21][CH2:22][CH2:23][CH3:24].C(N(CC)CC)C, predict the reaction product. The product is: [CH2:1]([N:8]1[C:17]2[C:12](=[CH:13][C:14]([O:18][C:26](=[O:27])[NH:25][CH2:19][CH2:20][CH2:21][CH2:22][CH2:23][CH3:24])=[CH:15][CH:16]=2)[CH2:11][CH2:10][CH2:9]1)[C:2]1[CH:3]=[CH:4][CH:5]=[CH:6][CH:7]=1. (2) Given the reactants [F:1][C:2]1[CH:7]=[CH:6][C:5]([C@:8]([CH3:26])([CH2:21][CH2:22][CH:23]([CH3:25])[CH3:24])[C:9](N[C@H](C2C=CC=CC=2)CO)=[O:10])=[CH:4][CH:3]=1.FC1C=CC([C@@](C)(CCC(C)C)C(N[C@H](C2C=CC=CC=2)CO)=[O:36])=CC=1, predict the reaction product. The product is: [F:1][C:2]1[CH:3]=[CH:4][C:5]([C@:8]([CH3:26])([CH2:21][CH2:22][CH:23]([CH3:25])[CH3:24])[C:9]([OH:10])=[O:36])=[CH:6][CH:7]=1.